Dataset: Forward reaction prediction with 1.9M reactions from USPTO patents (1976-2016). Task: Predict the product of the given reaction. (1) Given the reactants [F:1][C:2]1[CH:3]=[CH:4][C:5]([O:8][C:9]([CH3:21])([CH3:20])[C:10]([O:12]CC2C=CC=CC=2)=[O:11])=[N:6][CH:7]=1, predict the reaction product. The product is: [F:1][C:2]1[CH:3]=[CH:4][C:5]([O:8][C:9]([CH3:21])([CH3:20])[C:10]([OH:12])=[O:11])=[N:6][CH:7]=1. (2) Given the reactants [F:1][C:2]1[CH:7]=[CH:6][C:5]([N+:8]([O-])=O)=[CH:4][C:3]=1[C:11]([C:13]1[C:21]2[C:16](=[N:17][CH:18]=[CH:19][CH:20]=2)[NH:15][CH:14]=1)=O.C([OH:24])C.O1CCCC1, predict the reaction product. The product is: [F:1][C:2]1[CH:7]=[CH:6][C:5]([NH2:8])=[CH:4][C:3]=1[C:11]1[NH:15][C:16]2=[N:17][CH:18]=[CH:19][CH:20]=[C:21]2[C:13]=1[CH:14]=[O:24]. (3) Given the reactants [NH2:1][C@@H:2]([CH2:22][C:23]1[CH:28]=[CH:27][CH:26]=[CH:25][CH:24]=1)[CH2:3][NH:4][C:5]1[N:10]([CH3:11])[C:9](=[O:12])[C:8]([N+:13]([O-])=O)=[C:7]([C:16]2[CH:21]=[CH:20][N:19]=[CH:18][CH:17]=2)[N:6]=1.[H][H], predict the reaction product. The product is: [NH2:1][C@@H:2]([CH2:22][C:23]1[CH:28]=[CH:27][CH:26]=[CH:25][CH:24]=1)[CH2:3][NH:4][C:5]1[N:10]([CH3:11])[C:9](=[O:12])[C:8]([NH2:13])=[C:7]([C:16]2[CH:17]=[CH:18][N:19]=[CH:20][CH:21]=2)[N:6]=1. (4) Given the reactants [CH3:1][O:2][C:3]([C:5]1[C:10]([NH2:11])=[CH:9][C:8]([C:12]([F:15])([F:14])[F:13])=[C:7](Br)[N:6]=1)=[O:4].[F:17][C:18]1[CH:23]=[CH:22][C:21](B(O)O)=[CH:20][CH:19]=1, predict the reaction product. The product is: [NH2:11][C:10]1[C:5]([C:3]([O:2][CH3:1])=[O:4])=[N:6][C:7]([C:21]2[CH:22]=[CH:23][C:18]([F:17])=[CH:19][CH:20]=2)=[C:8]([C:12]([F:15])([F:14])[F:13])[CH:9]=1. (5) Given the reactants [Si:1]([O:8][C:9]1[CH:14]=[CH:13][C:12]([C:15]2[N:16]=[C:17]([C:22]3[CH:27]=[CH:26][CH:25]=[CH:24][CH:23]=3)[C:18]([NH2:21])=[N:19][CH:20]=2)=[CH:11][CH:10]=1)([C:4]([CH3:7])([CH3:6])[CH3:5])([CH3:3])[CH3:2].[Si:28]([O:35][C:36]1[CH:41]=[CH:40][C:39]([CH2:42][C:43](Cl)=[O:44])=[CH:38][CH:37]=1)([C:31]([CH3:34])([CH3:33])[CH3:32])([CH3:30])[CH3:29].O, predict the reaction product. The product is: [Si:28]([O:35][C:36]1[CH:37]=[CH:38][C:39]([CH2:42][C:43]([NH:21][C:18]2[C:17]([C:22]3[CH:27]=[CH:26][CH:25]=[CH:24][CH:23]=3)=[N:16][C:15]([C:12]3[CH:11]=[CH:10][C:9]([O:8][Si:1]([C:4]([CH3:7])([CH3:5])[CH3:6])([CH3:3])[CH3:2])=[CH:14][CH:13]=3)=[CH:20][N:19]=2)=[O:44])=[CH:40][CH:41]=1)([C:31]([CH3:34])([CH3:33])[CH3:32])([CH3:30])[CH3:29]. (6) Given the reactants [O:1]=[O+][O-].[OH:4][CH:5]([CH:14]1[CH2:19][CH2:18][N:17]([C:20]([O:22][C:23]([CH3:26])([CH3:25])[CH3:24])=[O:21])[CH:16]([CH3:27])[C:15]1=[O:28])/[CH:6]=C/C1C=CC=CC=1, predict the reaction product. The product is: [OH:4][CH:5]([CH:14]1[CH2:19][CH2:18][N:17]([C:20]([O:22][C:23]([CH3:24])([CH3:25])[CH3:26])=[O:21])[CH:16]([CH3:27])[C:15]1=[O:28])[CH:6]=[O:1]. (7) The product is: [N:1]1([CH2:7][C:8]2[CH:9]=[CH:10][C:11]([CH2:14][CH2:15][O:16][S:25]([CH3:24])(=[O:27])=[O:26])=[CH:12][CH:13]=2)[CH2:6][CH2:5][CH2:4][CH2:3][CH2:2]1. Given the reactants [N:1]1([CH2:7][C:8]2[CH:13]=[CH:12][C:11]([CH2:14][CH2:15][OH:16])=[CH:10][CH:9]=2)[CH2:6][CH2:5][CH2:4][CH2:3][CH2:2]1.C(N(CC)CC)C.[CH3:24][S:25](Cl)(=[O:27])=[O:26], predict the reaction product. (8) Given the reactants [CH3:1][Si:2]([C:5]#[CH:6])([CH3:4])[CH3:3].[Li]CCCC.[C:12]1(=[O:16])[CH2:15][CH2:14][CH2:13]1, predict the reaction product. The product is: [CH3:1][Si:2]([C:5]#[C:6][C:12]1([OH:16])[CH2:15][CH2:14][CH2:13]1)([CH3:4])[CH3:3]. (9) Given the reactants [CH:1]1[CH:2]=[CH:3][C:4]2N(O)N=[N:7][C:5]=2C=1.[CH2:11](Cl)[CH2:12]Cl.Cl.[NH2:16][C@@H:17]([CH2:47][C:48]1[CH:53]=[C:52]([F:54])[CH:51]=[C:50]([F:55])[CH:49]=1)[C@H:18]([OH:46])[CH2:19][N:20]([CH2:38][C:39]1[CH:44]=[CH:43][CH:42]=[C:41]([I:45])[CH:40]=1)[C:21](=[O:37])[O:22][CH2:23][CH:24]1[C:36]2[CH:35]=[CH:34][CH:33]=[CH:32][C:31]=2[C:30]2[C:25]1=[CH:26][CH:27]=[CH:28][CH:29]=2.CN1[CH2:62][CH2:61][O:60]CC1.CN([CH:66]=[O:67])C, predict the reaction product. The product is: [F:55][C:50]1[CH:49]=[C:48]([CH2:47][C@H:17]([NH:16][C:61](=[O:60])[CH2:62][CH2:11][CH2:12][C:66](=[O:67])[N:7]2[CH2:1][CH2:2][CH2:3][CH2:4][CH2:5]2)[C@H:18]([OH:46])[CH2:19][N:20]([CH2:38][C:39]2[CH:44]=[CH:43][CH:42]=[C:41]([I:45])[CH:40]=2)[C:21](=[O:37])[O:22][CH2:23][CH:24]2[C:25]3[CH:26]=[CH:27][CH:28]=[CH:29][C:30]=3[C:31]3[C:36]2=[CH:35][CH:34]=[CH:33][CH:32]=3)[CH:53]=[C:52]([F:54])[CH:51]=1.